Dataset: NCI-60 drug combinations with 297,098 pairs across 59 cell lines. Task: Regression. Given two drug SMILES strings and cell line genomic features, predict the synergy score measuring deviation from expected non-interaction effect. Drug 1: CC1=C(C=C(C=C1)NC(=O)C2=CC=C(C=C2)CN3CCN(CC3)C)NC4=NC=CC(=N4)C5=CN=CC=C5. Drug 2: C(CC(=O)O)C(=O)CN.Cl. Cell line: SK-MEL-2. Synergy scores: CSS=29.9, Synergy_ZIP=1.52, Synergy_Bliss=11.4, Synergy_Loewe=10.5, Synergy_HSA=9.24.